From a dataset of Full USPTO retrosynthesis dataset with 1.9M reactions from patents (1976-2016). Predict the reactants needed to synthesize the given product. (1) Given the product [F:26][C:19]1[CH:18]=[C:17]2[C:22]([C:23](=[O:24])[N:14]([CH2:13][C:10]3[CH:11]=[CH:12][C:7]([C:6]([OH:5])=[O:27])=[CH:8][CH:9]=3)[CH:15]=[N:16]2)=[CH:21][C:20]=1[NH:25][C:37](=[O:38])[CH2:36][C:33]1[CH:34]=[CH:35][C:30]([O:29][CH3:28])=[CH:31][CH:32]=1, predict the reactants needed to synthesize it. The reactants are: C([O:5][C:6](=[O:27])[C:7]1[CH:12]=[CH:11][C:10]([CH2:13][N:14]2[C:23](=[O:24])[C:22]3[C:17](=[CH:18][C:19]([F:26])=[C:20]([NH2:25])[CH:21]=3)[N:16]=[CH:15]2)=[CH:9][CH:8]=1)(C)(C)C.[CH3:28][O:29][C:30]1[CH:35]=[CH:34][C:33]([CH2:36][C:37](O)=[O:38])=[CH:32][CH:31]=1. (2) Given the product [F:1][C:2]1[CH:17]=[CH:16][CH:15]=[CH:14][C:3]=1[NH:4][C:5]1[C:6]([NH2:11])=[CH:7][CH:8]=[CH:9][CH:10]=1, predict the reactants needed to synthesize it. The reactants are: [F:1][C:2]1[CH:17]=[CH:16][CH:15]=[CH:14][C:3]=1[NH:4][C:5]1[CH:10]=[CH:9][CH:8]=[CH:7][C:6]=1[N+:11]([O-])=O. (3) Given the product [Cl:1][C:2]1[CH:3]=[C:4]([C:13]2[CH:17]=[CH:16][S:15][CH:14]=2)[C:5]2[O:9][CH:8]([CH2:10][NH:11][C:19](=[O:20])[O:21][CH2:22][C:23]3[CH:28]=[CH:27][CH:26]=[CH:25][CH:24]=3)[CH2:7][C:6]=2[CH:12]=1, predict the reactants needed to synthesize it. The reactants are: [Cl:1][C:2]1[CH:3]=[C:4]([C:13]2[CH:17]=[CH:16][S:15][CH:14]=2)[C:5]2[O:9][CH:8]([CH2:10][NH2:11])[CH2:7][C:6]=2[CH:12]=1.Cl[C:19]([O:21][CH2:22][C:23]1[CH:28]=[CH:27][CH:26]=[CH:25][CH:24]=1)=[O:20].C(N(C(C)C)CC)(C)C.